Dataset: HIV replication inhibition screening data with 41,000+ compounds from the AIDS Antiviral Screen. Task: Binary Classification. Given a drug SMILES string, predict its activity (active/inactive) in a high-throughput screening assay against a specified biological target. The result is 0 (inactive). The drug is O=C1CCC2(c3ccc(F)cc3)Nc3ncccc3N12.